Dataset: Reaction yield outcomes from USPTO patents with 853,638 reactions. Task: Predict the reaction yield, written as a fraction of the theoretical maximum amount of product (1.0 means a 100% yield; for example, 0.34 means a 34% yield). (1) The product is [NH:12]1[C:20]2[C:15](=[CH:16][CH:17]=[CH:18][CH:19]=2)[C:14]([C:21]([NH:23][C:24]2[CH:29]=[CH:28][CH:27]=[C:26]([C:30]([CH:32]3[CH2:37][CH2:36][N:35]([CH3:38])[CH2:34][CH2:33]3)=[O:31])[N:25]=2)=[O:22])=[CH:13]1. The reactants are [Cl-].[Cl-].[Cl-].[Al+3].C([N:12]1[C:20]2[C:15](=[CH:16][CH:17]=[CH:18][CH:19]=2)[C:14]([C:21]([NH:23][C:24]2[CH:29]=[CH:28][CH:27]=[C:26]([C:30]([CH:32]3[CH2:37][CH2:36][N:35]([CH3:38])[CH2:34][CH2:33]3)=[O:31])[N:25]=2)=[O:22])=[CH:13]1)C1C=CC=CC=1. The yield is 0.670. The catalyst is C1C=CC=CC=1.C(OCC)(=O)C. (2) The reactants are [NH2:1][C:2]1[N:7]=[CH:6][N:5]=[C:4]2[N:8]([C@H:22]([C:24]3[O:25][C:26]4[C:31]([C:32](=[O:41])[C:33]=3[C:34]3[CH:39]=[CH:38][CH:37]=[C:36]([F:40])[CH:35]=3)=[CH:30][C:29]([F:42])=[CH:28][CH:27]=4)[CH3:23])[N:9]=[C:10]([C:11]3[CH:16]=[CH:15][C:14]([O:17][CH:18]([CH3:20])[CH3:19])=[C:13]([F:21])[CH:12]=3)[C:3]=12.[C:43]1([CH3:53])[CH:48]=[CH:47][C:46]([S:49]([OH:52])(=[O:51])=[O:50])=[CH:45][CH:44]=1. The catalyst is C(O)(C)C. The product is [CH3:53][C:43]1[CH:44]=[CH:45][C:46]([S:49]([OH:52])(=[O:51])=[O:50])=[CH:47][CH:48]=1.[NH2:1][C:2]1[N:7]=[CH:6][N:5]=[C:4]2[N:8]([C@H:22]([C:24]3[O:25][C:26]4[C:31]([C:32](=[O:41])[C:33]=3[C:34]3[CH:39]=[CH:38][CH:37]=[C:36]([F:40])[CH:35]=3)=[CH:30][C:29]([F:42])=[CH:28][CH:27]=4)[CH3:23])[N:9]=[C:10]([C:11]3[CH:16]=[CH:15][C:14]([O:17][CH:18]([CH3:19])[CH3:20])=[C:13]([F:21])[CH:12]=3)[C:3]=12. The yield is 0.950. (3) The reactants are [N:1]([O-])=O.[Na+].[F:5][C:6]1[C:12]([F:13])=[C:11]([N:14]2[CH2:19][CH2:18][O:17][CH2:16][CH2:15]2)[CH:10]=[CH:9][C:7]=1[NH2:8].Cl.[CH3:21][O:22][CH2:23][C:24](=[O:30])[CH2:25][C:26]([O:28][CH3:29])=[O:27].CC([O-])=O.[Na+].[OH-].[Na+]. The catalyst is O.CO. The product is [F:5][C:6]1[C:12]([F:13])=[C:11]([N:14]2[CH2:15][CH2:16][O:17][CH2:18][CH2:19]2)[CH:10]=[CH:9][C:7]=1[NH:8][N:1]=[C:25]([C:24](=[O:30])[CH2:23][O:22][CH3:21])[C:26]([O:28][CH3:29])=[O:27]. The yield is 0.310. (4) The reactants are [N-:1]=[N+:2]=[N-:3].[Na+].[Br:5][C:6]1[CH:16]=[CH:15][C:9]([CH:10]=[CH:11][C:12](Cl)=[O:13])=[CH:8][CH:7]=1. The catalyst is O.CC(C)=O. The product is [Br:5][C:6]1[CH:7]=[CH:8][C:9]([CH:10]=[CH:11][C:12]([N:1]=[N+:2]=[N-:3])=[O:13])=[CH:15][CH:16]=1. The yield is 1.00. (5) The reactants are [NH:1]1[C:9]2[C:4](=[CH:5][CH:6]=[N:7][CH:8]=2)[CH:3]=[CH:2]1.[Cl:10][C:11]1[CH:16]=[CH:15][C:14](I)=[CH:13][CH:12]=1.CN(C)CCN.[O-]P([O-])([O-])=O.[K+].[K+].[K+]. The catalyst is CN(C=O)C.[Cu]I. The product is [Cl:10][C:11]1[CH:16]=[CH:15][C:14]([N:1]2[C:9]3=[CH:8][N:7]=[CH:6][CH:5]=[C:4]3[CH:3]=[CH:2]2)=[CH:13][CH:12]=1. The yield is 0.886.